This data is from Kir2.1 potassium channel HTS with 301,493 compounds. The task is: Binary Classification. Given a drug SMILES string, predict its activity (active/inactive) in a high-throughput screening assay against a specified biological target. (1) The drug is Clc1ccc(c2scc(n2)CN2CC(OC(C2)C)C)cc1. The result is 0 (inactive). (2) The compound is S1CC(n2c1nc1c(c2=O)cccc1)CSc1ccc(F)cc1. The result is 0 (inactive). (3) The compound is S(c1nc2c(cc(cc2C)C)c(n1)C)Cc1ccc([N+]([O-])=O)cc1. The result is 0 (inactive). (4) The molecule is O=C(Nc1cc(ccc1)C)Cn1c2c(nc1/C=C\c1ccccc1)cccc2. The result is 0 (inactive).